From a dataset of Catalyst prediction with 721,799 reactions and 888 catalyst types from USPTO. Predict which catalyst facilitates the given reaction. (1) Reactant: [CH2:1]([NH:8][C:9]1[N:14]2[N:15]=[CH:16][C:17]([C:18](O)=[O:19])=[C:13]2[N:12]=[CH:11][C:10]=1[C:21]([N:23]1[CH2:28][CH2:27][CH:26]([C:29]2[CH:34]=[CH:33][CH:32]=[CH:31][CH:30]=2)[CH2:25][CH2:24]1)=[O:22])[C:2]1[CH:7]=[CH:6][CH:5]=[CH:4][CH:3]=1.[NH:35]1[CH2:40][CH2:39][O:38][CH2:37][CH2:36]1.C1C=CC2N(O)N=NC=2C=1.C(O)(=O)CC(CC(O)=O)(C(O)=O)O. Product: [CH2:1]([NH:8][C:9]1[N:14]2[N:15]=[CH:16][C:17]([C:18]([N:35]3[CH2:40][CH2:39][O:38][CH2:37][CH2:36]3)=[O:19])=[C:13]2[N:12]=[CH:11][C:10]=1[C:21]([N:23]1[CH2:28][CH2:27][CH:26]([C:29]2[CH:30]=[CH:31][CH:32]=[CH:33][CH:34]=2)[CH2:25][CH2:24]1)=[O:22])[C:2]1[CH:3]=[CH:4][CH:5]=[CH:6][CH:7]=1. The catalyst class is: 18. (2) Reactant: [Cl:1][C:2]1[N:3]=[C:4]2[CH:12]=[C:11]([Cl:13])[CH:10]=[N:9][C:5]2=[N:6][C:7]=1Cl.O.[NH2:15][NH2:16]. Product: [Cl:1][C:2]1[N:3]=[C:4]2[CH:12]=[C:11]([Cl:13])[CH:10]=[N:9][C:5]2=[N:6][C:7]=1[NH:15][NH2:16]. The catalyst class is: 14. (3) Product: [CH2:1]([C:5]1[O:6][C:7]2[CH:14]=[CH:13][C:12]([N+:15]([O-:17])=[O:16])=[CH:11][C:8]=2[CH:9]=1)[CH2:2][CH2:3][CH3:4]. The catalyst class is: 6. Reactant: [CH2:1]([CH:5]1[CH:9](O)[C:8]2[CH:11]=[C:12]([N+:15]([O-:17])=[O:16])[CH:13]=[CH:14][C:7]=2[O:6]1)[CH2:2][CH2:3][CH3:4].C(O)C.S(=O)(=O)(O)O.